This data is from Full USPTO retrosynthesis dataset with 1.9M reactions from patents (1976-2016). The task is: Predict the reactants needed to synthesize the given product. Given the product [Br-:2].[Cl:11][C:12]1[CH:19]=[CH:18][CH:17]=[C:16]([F:20])[C:13]=1[CH2:14][Zn+:1], predict the reactants needed to synthesize it. The reactants are: [Zn:1].[Br:2]CCBr.C[Si](Cl)(C)C.[Cl:11][C:12]1[CH:19]=[CH:18][CH:17]=[C:16]([F:20])[C:13]=1[CH2:14]Br.